Task: Predict the reaction yield, written as a fraction of the theoretical maximum amount of product (1.0 means a 100% yield; for example, 0.34 means a 34% yield).. Dataset: Reaction yield outcomes from USPTO patents with 853,638 reactions (1) The reactants are Cl.[NH2:2][C:3]1[CH:4]=[CH:5][C:6]2[C:12]3[S:13][C:14]([C:16]([N:18]([C:20]4[CH:25]=[CH:24][CH:23]=[CH:22][C:21]=4[Cl:26])[CH3:19])=[O:17])=[CH:15][C:11]=3[CH2:10][CH2:9][O:8][C:7]=2[CH:27]=1.CCN(C(C)C)C(C)C.[CH2:37]([N:39]=[C:40]=[O:41])[CH3:38].[Cl-].[NH4+]. The catalyst is C1COCC1. The product is [Cl:26][C:21]1[CH:22]=[CH:23][CH:24]=[CH:25][C:20]=1[N:18]([CH3:19])[C:16]([C:14]1[S:13][C:12]2[C:6]3[CH:5]=[CH:4][C:3]([NH:2][C:40]([NH:39][CH2:37][CH3:38])=[O:41])=[CH:27][C:7]=3[O:8][CH2:9][CH2:10][C:11]=2[CH:15]=1)=[O:17]. The yield is 0.420. (2) The reactants are [N:1]1[CH:6]=[CH:5][CH:4]=[C:3]([C:7](=[O:9])[CH3:8])[CH:2]=1.[Br:10]Br. The catalyst is Br.CC(O)=O. The product is [Br:10][CH2:8][C:7]([C:3]1[CH:2]=[N:1][CH:6]=[CH:5][CH:4]=1)=[O:9]. The yield is 0.810. (3) The reactants are [CH2:1]([O:8][N:9]1[C:15](=[O:16])[N:14]2[CH2:17][C@H:10]1[CH2:11][CH2:12][C@H:13]2[C:18]([OH:20])=O)[C:2]1[CH:7]=[CH:6][CH:5]=[CH:4][CH:3]=1.[CH3:21][N:22]([C:24]([O:26][C:27]([CH3:30])([CH3:29])[CH3:28])=[O:25])[NH2:23].ON1C2C=CC=CC=2N=N1.Cl.C(N=C=NCCCN(C)C)C. The catalyst is C(Cl)Cl.CN(C)C1C=CN=CC=1. The product is [CH2:1]([O:8][N:9]1[C:15](=[O:16])[N:14]2[CH2:17][C@H:10]1[CH2:11][CH2:12][C@H:13]2[C:18]([NH:23][N:22]([CH3:21])[C:24]([O:26][C:27]([CH3:30])([CH3:29])[CH3:28])=[O:25])=[O:20])[C:2]1[CH:3]=[CH:4][CH:5]=[CH:6][CH:7]=1. The yield is 0.860. (4) The reactants are [CH2:1]([N:8]1[C:12]2[N:13]=[N:14][N:15]=[C:16](N3C=NC=N3)[C:11]=2[C:10]([C:22]#[N:23])=[CH:9]1)[C:2]1[CH:7]=[CH:6][CH:5]=[CH:4][CH:3]=1.C(=O)([O-])[O-:25].[K+].[K+]. The catalyst is COCCOC.O. The product is [CH2:1]([N:8]1[C:12]2[N:13]=[N:14][N:15]=[C:16]([OH:25])[C:11]=2[C:10]([C:22]#[N:23])=[CH:9]1)[C:2]1[CH:7]=[CH:6][CH:5]=[CH:4][CH:3]=1. The yield is 0.510. (5) The reactants are Cl[C:2]1[N:7]=[C:6]([CH:8]([CH:11]2[N:15]([CH2:16][CH3:17])[C:14]3[CH:18]=[CH:19][CH:20]=[CH:21][C:13]=3[NH:12]2)[C:9]#[N:10])[C:5]([CH3:22])=[CH:4][N:3]=1.[NH2:23][CH:24]1[CH2:29][CH2:28][N:27]([CH3:30])[CH2:26][CH2:25]1. The yield is 0.790. The product is [CH2:16]([N:15]1[C:14]2[CH:18]=[CH:19][CH:20]=[CH:21][C:13]=2[NH:12]/[C:11]/1=[C:8](\[C:6]1[C:5]([CH3:22])=[CH:4][N:3]=[C:2]([NH:23][CH:24]2[CH2:29][CH2:28][N:27]([CH3:30])[CH2:26][CH2:25]2)[N:7]=1)/[C:9]#[N:10])[CH3:17]. No catalyst specified. (6) The reactants are [Br:1][C:2]1[N:3]=[CH:4][NH:5][CH:6]=1.[H-].[Na+].Br[CH:10]([CH3:12])[CH3:11]. The catalyst is CN(C)C=O. The product is [Br:1][C:2]1[N:3]=[CH:4][N:5]([CH:10]([CH3:12])[CH3:11])[CH:6]=1. The yield is 0.300.